This data is from Catalyst prediction with 721,799 reactions and 888 catalyst types from USPTO. The task is: Predict which catalyst facilitates the given reaction. Reactant: [CH3:1][N:2]1[CH2:7][CH2:6][CH:5]([C:8](=[S:10])[NH2:9])[CH2:4][CH2:3]1.Cl[CH:12]([C:16](=O)[CH3:17])[C:13](=[O:15])[CH3:14]. Product: [CH3:17][C:16]1[N:9]=[C:8]([CH:5]2[CH2:6][CH2:7][N:2]([CH3:1])[CH2:3][CH2:4]2)[S:10][C:12]=1[C:13](=[O:15])[CH3:14]. The catalyst class is: 14.